Dataset: Experimentally validated miRNA-target interactions with 360,000+ pairs, plus equal number of negative samples. Task: Binary Classification. Given a miRNA mature sequence and a target amino acid sequence, predict their likelihood of interaction. (1) The miRNA is hsa-miR-3192-5p with sequence UCUGGGAGGUUGUAGCAGUGGAA. The protein sequence of the target gene is MSDEFSLADALPEHSPAKTSAVSNTKPGQPPQGWPGSNPWNNPSAPSSVPSGLPPSATPSTVPFGPAPTGMYPSVPPTGPPPGPPAPFPPSGPSCPPPGGPYPAPTVPGPGPTGPYPTPNMPFPELPRPYGAPTDPAAAGPLGPWGSMSSGPWAPGMGGQYPTPNMPYPSPGPYPAPPPPQAPGAAPPVPWGTVPPGAWGPPAPYPAPTGSYPTPGLYPTPSNPFQVPSGPSGAPPMPGGPHSYH. Result: 1 (interaction). (2) The miRNA is mmu-miR-139-5p with sequence UCUACAGUGCACGUGUCUCCAG. The protein sequence of the target gene is MFACAKLARTPALIRAGSRVAYRPISASVLSRPETRTGEGSTVFNGAQNGVCQLIRREFQTSVISRDIDTAAKFIGAGAATVGVAGSGAGIGTVFGSLIIGYARNPSLKQQLFSYAILGFALSEAMGLFCLMVAFLILFAM. Result: 1 (interaction). (3) The miRNA is hsa-miR-19a-5p with sequence AGUUUUGCAUAGUUGCACUACA. The protein sequence of the target gene is MADRTAPRCQLRLEWVYGYRGHQCRNNLYYTAGKEVVYFVAGVGVVYNTREHSQKFFLGHNDDIISLALHPDKTLIATGQVGKEPYICIWNSYNVHTVSILKDVHTHGVACLAFDSDGQHLASVGLDAKNTVCIWDWRKGKLLASATGHSDRIFDISWDPYQPNRMVSCGVKHIKFWTLCGNALTAKRGIFGKTGDLQTILCLACAKEDITYSGALNGDIYVWKGLTLVRTIQGAHSAGIFSLYACEEGFATGGRDGCIRLWDTDFKPITKIDLRETEQGYKGLSIRSVCWKADRLLAGT.... Result: 0 (no interaction). (4) The protein sequence of the target gene is MKLLTHNLLSSHVRGVGSRGFPLRLQATEVRICPVEFNPNFVARMIPKVEWSAFLEAADNLRLIQVPKGPVEGYEENEEFLRTMHHLLLEVEVIEGTLQCPESGRMFPISRGIPNMLLSEEETES. Result: 1 (interaction). The miRNA is hsa-miR-3613-3p with sequence ACAAAAAAAAAAGCCCAACCCUUC. (5) The protein sequence of the target gene is MDKFVIRTPRIQNSPQKKDSGGKVYKQATIESLKRVVVVEDIKRWKTMLELPDQTKENLVEALQELKKKIPSREVLKSTRIGHTVNKMRKHSDSEVASLAREVYTEWKTFTEKHSNRPSIEVRSDPKTESLRKNAQKLLSEALELKMDHLLVENIERETFHLCSRLINGPYRRTVRALVFTLKHRAEIRAQVKSGSLPVGTFVQTHKK. Result: 1 (interaction). The miRNA is hsa-miR-744-3p with sequence CUGUUGCCACUAACCUCAACCU. (6) The miRNA is mmu-miR-3067-5p with sequence AGUUCUCAGGCCCGCUGUGGUGU. The protein sequence of the target gene is MVHCAGCKRPILDRFLLNVLDRAWHVKCVQCCECKCNLTEKCFSREGKLYCKNDFFRCFGTKCAGCAQGISPSDLVRRARSKVFHLNCFTCMMCNKQLSTGEELYIIDENKFVCKEDYLSNSSVAKENSLHSATTGSDPSLSPDSQDPSQDDAKDSESANVSDKEGGSNENDDQNLGAKRRGPRTTIKAKQLETLKAAFAATPKPTRHIREQLAQETGLNMRVIQVWFQNRRSKERRMKQLSALGARRHAFFRSPRRMRPLVDRLEPGELIPNGPFSFYGDYQSEYYGPGGNYDFFPQGP.... Result: 0 (no interaction).